From a dataset of Forward reaction prediction with 1.9M reactions from USPTO patents (1976-2016). Predict the product of the given reaction. (1) Given the reactants [NH2:1][C:2]1[C:3]([Br:8])=[N:4][CH:5]=[CH:6][CH:7]=1.CN(C=O)C.[H-].[Na+].Br[CH2:17][CH2:18][CH2:19][CH:20]=[CH2:21], predict the reaction product. The product is: [Br:8][C:3]1[C:2]([NH:1][CH2:21][CH2:20][CH2:19][CH:18]=[CH2:17])=[CH:7][CH:6]=[CH:5][N:4]=1. (2) Given the reactants [NH:1]1[CH2:6][CH2:5][NH:4][CH2:3][CH2:2]1.Cl[CH2:8][C:9]1[CH:37]=[CH:36][C:12]([C:13]([NH:15][C:16]2[CH:21]=[CH:20][C:19]([CH3:22])=[C:18]([NH:23][C:24]3[N:29]=[C:28]([C:30]4[CH:31]=[N:32][CH:33]=[CH:34][CH:35]=4)[CH:27]=[CH:26][N:25]=3)[CH:17]=2)=[O:14])=[CH:11][CH:10]=1, predict the reaction product. The product is: [CH3:22][C:19]1[CH:20]=[CH:21][C:16]([NH:15][C:13](=[O:14])[C:12]2[CH:11]=[CH:10][C:9]([CH2:8][N:1]3[CH2:6][CH2:5][NH:4][CH2:3][CH2:2]3)=[CH:37][CH:36]=2)=[CH:17][C:18]=1[NH:23][C:24]1[N:29]=[C:28]([C:30]2[CH:31]=[N:32][CH:33]=[CH:34][CH:35]=2)[CH:27]=[CH:26][N:25]=1.